Predict the reactants needed to synthesize the given product. From a dataset of Full USPTO retrosynthesis dataset with 1.9M reactions from patents (1976-2016). (1) Given the product [N+:1]([C:4]1[C:5]([C:9]([O:11][CH2:17][CH3:18])=[O:10])=[N:6][NH:7][CH:8]=1)([O-:3])=[O:2], predict the reactants needed to synthesize it. The reactants are: [N+:1]([C:4]1[C:5]([C:9]([OH:11])=[O:10])=[N:6][NH:7][CH:8]=1)([O-:3])=[O:2].S(=O)(=O)(O)O.[CH2:17](O)[CH3:18]. (2) Given the product [CH3:1][C:2]1[CH:10]=[CH:9][C:8]2[N:7]([C:25]3[CH:24]=[CH:23][C:22]4[C:27](=[CH:28][CH:19]=[CH:20][CH:21]=4)[N:26]=3)[C:6]3[CH:11]4[CH2:12][CH2:13][N:14]([CH2:15][C:5]=3[C:4]=2[CH:3]=1)[CH2:16][CH2:17]4, predict the reactants needed to synthesize it. The reactants are: [CH3:1][C:2]1[CH:10]=[CH:9][C:8]2[NH:7][C:6]3[CH:11]4[CH2:17][CH2:16][N:14]([CH2:15][C:5]=3[C:4]=2[CH:3]=1)[CH2:13][CH2:12]4.Br[C:19]1[CH:28]=[C:27]2[C:22]([CH:23]=[CH:24][CH:25]=[N:26]2)=[CH:21][CH:20]=1. (3) Given the product [C:17]([O:21][C:22]([N:24]1[CH2:29][CH2:28][CH:27]([NH:16][CH2:15][C:12]2[N:11]=[C:10]([C:2]3[O:1][C:9]4[CH:8]=[CH:7][N:6]=[CH:5][C:4]=4[CH:3]=3)[O:14][N:13]=2)[CH2:26][CH2:25]1)=[O:23])([CH3:20])([CH3:18])[CH3:19], predict the reactants needed to synthesize it. The reactants are: [O:1]1[C:9]2[CH:8]=[CH:7][N:6]=[CH:5][C:4]=2[CH:3]=[C:2]1[C:10]1[O:14][N:13]=[C:12]([CH2:15][NH2:16])[N:11]=1.[C:17]([O:21][C:22]([N:24]1[CH2:29][CH2:28][C:27](=O)[CH2:26][CH2:25]1)=[O:23])([CH3:20])([CH3:19])[CH3:18]. (4) Given the product [CH2:10]([O:17][NH:18][S:5]([CH2:4][CH2:3][CH2:2][Cl:1])(=[O:7])=[O:6])[C:11]1[CH:16]=[CH:15][CH:14]=[CH:13][CH:12]=1, predict the reactants needed to synthesize it. The reactants are: [Cl:1][CH2:2][CH2:3][CH2:4][S:5](Cl)(=[O:7])=[O:6].Cl.[CH2:10]([O:17][NH2:18])[C:11]1[CH:16]=[CH:15][CH:14]=[CH:13][CH:12]=1.C(=O)([O-])[O-].[K+].[K+]. (5) Given the product [CH3:25][C:23]1[N:24]=[C:20]([N:11]2[CH2:12][CH2:13][CH:9]([CH2:8][C:7]3[CH:15]=[CH:16][C:4]([O:3][C:2]([F:17])([F:1])[F:18])=[CH:5][CH:6]=3)[C:10]2=[O:14])[S:21][C:22]=1[C:26]([NH:28][CH2:29][C:30]1[CH:31]=[N:32][CH:33]=[CH:34][CH:35]=1)=[O:27], predict the reactants needed to synthesize it. The reactants are: [F:1][C:2]([F:18])([F:17])[O:3][C:4]1[CH:16]=[CH:15][C:7]([CH2:8][CH:9]2[CH2:13][CH2:12][NH:11][C:10]2=[O:14])=[CH:6][CH:5]=1.Br[C:20]1[S:21][C:22]([C:26]([NH:28][CH2:29][C:30]2[CH:31]=[N:32][CH:33]=[CH:34][CH:35]=2)=[O:27])=[C:23]([CH3:25])[N:24]=1.